Predict the reactants needed to synthesize the given product. From a dataset of Full USPTO retrosynthesis dataset with 1.9M reactions from patents (1976-2016). (1) Given the product [F:23][C:22]([F:25])([F:24])[C:19]1[CH:20]=[CH:21][C:16]([O:1][CH:2]2[CH2:3][CH2:4][N:5]([C:8]([O:10][C:11]([CH3:14])([CH3:13])[CH3:12])=[O:9])[CH2:6][CH2:7]2)=[CH:17][CH:18]=1, predict the reactants needed to synthesize it. The reactants are: [OH:1][CH:2]1[CH2:7][CH2:6][N:5]([C:8]([O:10][C:11]([CH3:14])([CH3:13])[CH3:12])=[O:9])[CH2:4][CH2:3]1.O[C:16]1[CH:21]=[CH:20][C:19]([C:22]([F:25])([F:24])[F:23])=[CH:18][CH:17]=1.C(P(CCCC)CCCC)CCC.N(C(N1CCCCC1)=O)=NC(N1CCCCC1)=O. (2) Given the product [C:49]([C:48]1[CH:51]=[C:52]([C:55]2[O:59][N:58]=[C:57]([C:60]3[CH:69]=[CH:68][CH:67]=[C:66]4[C:61]=3[CH2:62][CH2:63][N:64]([C:10](=[O:12])[CH2:9][NH:8][C:1](=[O:2])[O:3][C:4]([CH3:5])([CH3:6])[CH3:7])[CH2:65]4)[N:56]=2)[CH:53]=[CH:54][C:47]=1[O:46][CH:44]([CH3:45])[CH3:43])#[N:50], predict the reactants needed to synthesize it. The reactants are: [C:1]([NH:8][CH2:9][C:10]([OH:12])=O)([O:3][C:4]([CH3:7])([CH3:6])[CH3:5])=[O:2].C(N1CCOCC1)C.O.OC1C2N=NNC=2C=CC=1.C(Cl)CCl.FC(F)(F)C(O)=O.[CH3:43][CH:44]([O:46][C:47]1[CH:54]=[CH:53][C:52]([C:55]2[O:59][N:58]=[C:57]([C:60]3[CH:69]=[CH:68][CH:67]=[C:66]4[C:61]=3[CH2:62][CH2:63][NH:64][CH2:65]4)[N:56]=2)=[CH:51][C:48]=1[C:49]#[N:50])[CH3:45]. (3) Given the product [Cl:1][C:2]1[CH:3]=[C:4]([CH:23]=[C:24]([Cl:29])[C:25]=1[O:26][CH2:27][CH3:28])[C:5]([NH:7][C:8]1[CH:20]=[CH:19][C:11]([C:12]([OH:14])=[O:13])=[C:10]([OH:21])[CH:9]=1)=[O:6], predict the reactants needed to synthesize it. The reactants are: [Cl:1][C:2]1[CH:3]=[C:4]([CH:23]=[C:24]([Cl:29])[C:25]=1[O:26][CH2:27][CH3:28])[C:5]([NH:7][C:8]1[CH:20]=[CH:19][C:11]([C:12]([O:14]C(C)(C)C)=[O:13])=[C:10]([O:21]C)[CH:9]=1)=[O:6].B(Cl)(Cl)Cl.O.C([O-])(O)=O.[Na+]. (4) Given the product [CH3:21][O:22][C:23]1[CH:24]=[C:25]([S:31][C:9]2[CH:14]=[CH:13][C:12]([N+:15]([O-:17])=[O:16])=[C:11]([NH2:18])[CH:10]=2)[C:26]([O:29][CH3:30])=[CH:27][CH:28]=1, predict the reactants needed to synthesize it. The reactants are: OC1C=CC(S[C:9]2[CH:14]=[CH:13][C:12]([N+:15]([O-:17])=[O:16])=[C:11]([NH2:18])[CH:10]=2)=CC=1.[H-].[Na+].[CH3:21][O:22][C:23]1[CH:24]=[C:25]([SH:31])[C:26]([O:29][CH3:30])=[CH:27][CH:28]=1. (5) Given the product [C:19]1([N:29]2[CH2:34][CH2:33][N:32]([CH2:2][CH2:3][CH2:4][CH2:5][O:6][C:7]3[CH:8]=[CH:9][C:10]4[CH2:16][CH2:15][NH:14][C:13](=[O:17])[NH:12][C:11]=4[CH:18]=3)[CH2:31][CH2:30]2)[C:28]2[C:23](=[CH:24][CH:25]=[CH:26][CH:27]=2)[CH:22]=[CH:21][CH:20]=1, predict the reactants needed to synthesize it. The reactants are: Cl[CH2:2][CH2:3][CH2:4][CH2:5][O:6][C:7]1[CH:8]=[CH:9][C:10]2[CH2:16][CH2:15][NH:14][C:13](=[O:17])[NH:12][C:11]=2[CH:18]=1.[C:19]1([N:29]2[CH2:34][CH2:33][NH:32][CH2:31][CH2:30]2)[C:28]2[C:23](=[CH:24][CH:25]=[CH:26][CH:27]=2)[CH:22]=[CH:21][CH:20]=1.[I-].[K+].C(=O)([O-])[O-].[K+].[K+]. (6) Given the product [F:25][CH:2]([F:1])[C:3]1[N:8]2[N:9]=[CH:10][C:11]([C:12]3[O:13][N:29]=[C:28]([C:30]4[S:31][C:32]([S:35]([NH2:36])(=[O:38])=[O:37])=[CH:33][CH:34]=4)[N:27]=3)=[C:7]2[N:6]=[C:5]([C:15]2[CH:20]=[CH:19][C:18]([C:21]([F:23])([F:22])[F:24])=[CH:17][CH:16]=2)[CH:4]=1, predict the reactants needed to synthesize it. The reactants are: [F:1][CH:2]([F:25])[C:3]1[N:8]2[N:9]=[CH:10][C:11]([C:12](O)=[O:13])=[C:7]2[N:6]=[C:5]([C:15]2[CH:20]=[CH:19][C:18]([C:21]([F:24])([F:23])[F:22])=[CH:17][CH:16]=2)[CH:4]=1.O[NH:27][C:28]([C:30]1[S:31][C:32]([S:35](=[O:38])(=[O:37])[NH2:36])=[CH:33][CH:34]=1)=[NH:29].